From a dataset of NCI-60 drug combinations with 297,098 pairs across 59 cell lines. Regression. Given two drug SMILES strings and cell line genomic features, predict the synergy score measuring deviation from expected non-interaction effect. (1) Drug 1: CC12CCC(CC1=CCC3C2CCC4(C3CC=C4C5=CN=CC=C5)C)O. Drug 2: C1CN1P(=S)(N2CC2)N3CC3. Cell line: SK-OV-3. Synergy scores: CSS=5.97, Synergy_ZIP=-2.22, Synergy_Bliss=-2.46, Synergy_Loewe=-4.52, Synergy_HSA=-3.13. (2) Drug 1: C1=CC(=CC=C1CC(C(=O)O)N)N(CCCl)CCCl.Cl. Drug 2: CC1=C(C=C(C=C1)C(=O)NC2=CC(=CC(=C2)C(F)(F)F)N3C=C(N=C3)C)NC4=NC=CC(=N4)C5=CN=CC=C5. Cell line: NCI-H322M. Synergy scores: CSS=-11.8, Synergy_ZIP=4.94, Synergy_Bliss=0.0655, Synergy_Loewe=-5.67, Synergy_HSA=-6.46.